From a dataset of Reaction yield outcomes from USPTO patents with 853,638 reactions. Predict the reaction yield, written as a fraction of the theoretical maximum amount of product (1.0 means a 100% yield; for example, 0.34 means a 34% yield). (1) The reactants are [C:1]([O:5][C:6]([N:8]1[CH2:12][CH2:11][CH:10]([CH3:13])[CH:9]1[CH2:14][CH2:15][C:16](OCC)=[O:17])=[O:7])([CH3:4])([CH3:3])[CH3:2].B(F)(F)F.CCOCC.CC(C[AlH]CC(C)C)C. The catalyst is C(Cl)Cl. The product is [C:1]([O:5][C:6]([N:8]1[CH2:12][CH2:11][CH:10]([CH3:13])[CH:9]1[CH:14]=[CH:15][CH2:16][OH:17])=[O:7])([CH3:2])([CH3:4])[CH3:3]. The yield is 0.510. (2) The yield is 0.770. The reactants are [C:1]([C:5]1[CH:10]=[CH:9][C:8]([NH2:11])=[CH:7][CH:6]=1)([CH3:4])([CH3:3])[CH3:2].[N+:12]([O-])([O-:14])=[O:13].[K+].C([O-])(O)=O.[Na+]. The product is [C:1]([C:5]1[CH:6]=[CH:7][C:8]([NH2:11])=[CH:9][C:10]=1[N+:12]([O-:14])=[O:13])([CH3:4])([CH3:2])[CH3:3]. The catalyst is OS(O)(=O)=O. (3) The reactants are C[O:2][C:3](=[O:40])[CH2:4][CH:5]([NH:7][C:8](=[O:39])[C:9]1[CH:14]=[CH:13][C:12]([O:15][CH:16]([C:23]2[CH:24]=[N:25][C:26]([C:29]3[CH:34]=[CH:33][C:32]([C:35]([F:38])([F:37])[F:36])=[CH:31][CH:30]=3)=[CH:27][CH:28]=2)[CH2:17][CH2:18][C:19]([CH3:22])([CH3:21])[CH3:20])=[CH:11][CH:10]=1)[CH3:6].[OH-].[Na+].Cl. The catalyst is C1COCC1. The product is [CH3:21][C:19]([CH3:20])([CH3:22])[CH2:18][CH2:17][CH:16]([C:23]1[CH:24]=[N:25][C:26]([C:29]2[CH:30]=[CH:31][C:32]([C:35]([F:38])([F:37])[F:36])=[CH:33][CH:34]=2)=[CH:27][CH:28]=1)[O:15][C:12]1[CH:13]=[CH:14][C:9]([C:8]([NH:7][CH:5]([CH3:6])[CH2:4][C:3]([OH:40])=[O:2])=[O:39])=[CH:10][CH:11]=1. The yield is 0.720. (4) The reactants are [CH3:1][O:2][CH2:3][O:4][C@H:5]1[CH2:22][CH2:21][C@:20]2([CH3:23])[C@H:7]([CH2:8][CH2:9][C@H:10]3[C@H:19]2[CH2:18][CH2:17][C@:15]2([CH3:16])[C@@H:11]3[CH2:12][C@@H:13]([OH:24])[CH2:14]2)[CH2:6]1.[CH3:25]I. The catalyst is C1COCC1. The product is [CH3:25][O:24][C@@H:13]1[CH2:12][C@@H:11]2[C@@H:10]3[C@@H:19]([CH2:18][CH2:17][C@@:15]2([CH3:16])[CH2:14]1)[C@@:20]1([CH3:23])[C@@H:7]([CH2:6][C@@H:5]([O:4][CH2:3][O:2][CH3:1])[CH2:22][CH2:21]1)[CH2:8][CH2:9]3. The yield is 0.770. (5) The reactants are [Cl-].O[NH3+:3].[C:4](=[O:7])([O-])[OH:5].[Na+].CS(C)=O.[CH2:13]([C:17]1[N:18]([CH2:46][C:47]2[CH:52]=[CH:51][C:50]([C:53]3[C:54]([C:59]#[N:60])=[CH:55][CH:56]=[CH:57][CH:58]=3)=[CH:49][CH:48]=2)[C:19](=[O:45])[C:20]([C:26]2[CH:31]=[CH:30][C:29]([O:32][C:33]([CH3:44])([CH3:43])[CH2:34][O:35][Si](C(C)(C)C)(C)C)=[CH:28][CH:27]=2)=[C:21]([CH:23]2[CH2:25][CH2:24]2)[N:22]=1)[CH2:14][CH2:15][CH3:16]. The catalyst is C(OCC)(=O)C. The product is [CH2:13]([C:17]1[N:18]([CH2:46][C:47]2[CH:48]=[CH:49][C:50]([C:53]3[CH:58]=[CH:57][CH:56]=[CH:55][C:54]=3[C:59]3[NH:60][C:4](=[O:7])[O:5][N:3]=3)=[CH:51][CH:52]=2)[C:19](=[O:45])[C:20]([C:26]2[CH:27]=[CH:28][C:29]([O:32][C:33]([CH3:44])([CH3:43])[CH2:34][OH:35])=[CH:30][CH:31]=2)=[C:21]([CH:23]2[CH2:24][CH2:25]2)[N:22]=1)[CH2:14][CH2:15][CH3:16]. The yield is 0.650. (6) The reactants are [Cl:1][C:2]1[CH:7]=[CH:6][C:5]([C:8]2[S:9][CH:10]=[C:11]([C:13]([CH3:17])([CH3:16])[CH2:14][NH2:15])[N:12]=2)=[CH:4][CH:3]=1.[F:18][C:19]([F:35])([F:34])[C:20]1[O:24][N:23]=[C:22]([C:25]2[CH:26]=[C:27]([CH:31]=[CH:32][CH:33]=2)[C:28](O)=[O:29])[N:21]=1. No catalyst specified. The product is [Cl:1][C:2]1[CH:3]=[CH:4][C:5]([C:8]2[S:9][CH:10]=[C:11]([C:13]([CH3:17])([CH3:16])[CH2:14][NH:15][C:28](=[O:29])[C:27]3[CH:31]=[CH:32][CH:33]=[C:25]([C:22]4[N:21]=[C:20]([C:19]([F:35])([F:34])[F:18])[O:24][N:23]=4)[CH:26]=3)[N:12]=2)=[CH:6][CH:7]=1. The yield is 0.250. (7) The reactants are [N+:1](/[CH:4]=[CH:5]/[C:6]1[CH:11]=[CH:10][CH:9]=[CH:8][CH:7]=1)([O-:3])=[O:2].C(O)(C(F)(F)F)=O.CO[CH2:21][N:22]([CH2:28][C:29]1[CH:34]=[CH:33][CH:32]=[CH:31][CH:30]=1)[CH2:23][Si](C)(C)C. The catalyst is C(Cl)Cl. The product is [CH2:28]([N:22]1[CH2:23][C@@H:5]([C:6]2[CH:11]=[CH:10][CH:9]=[CH:8][CH:7]=2)[C@H:4]([N+:1]([O-:3])=[O:2])[CH2:21]1)[C:29]1[CH:34]=[CH:33][CH:32]=[CH:31][CH:30]=1. The yield is 0.730.